Dataset: Catalyst prediction with 721,799 reactions and 888 catalyst types from USPTO. Task: Predict which catalyst facilitates the given reaction. (1) The catalyst class is: 63. Reactant: [H][H].[CH3:3][O:4][C:5]1[CH:6]=[C:7]([CH:33]=[CH:34][C:35]=1[O:36][CH3:37])[O:8][C@@H:9]([C:27]1[CH:32]=[CH:31][CH:30]=[CH:29][CH:28]=1)[CH2:10][CH2:11][N:12]1[CH2:17][CH:16]=[C:15]([C:18]2[CH:23]=[CH:22][C:21]([N+:24]([O-])=O)=[CH:20][CH:19]=2)[CH2:14][CH2:13]1. Product: [CH3:3][O:4][C:5]1[CH:6]=[C:7]([CH:33]=[CH:34][C:35]=1[O:36][CH3:37])[O:8][C@@H:9]([C:27]1[CH:28]=[CH:29][CH:30]=[CH:31][CH:32]=1)[CH2:10][CH2:11][N:12]1[CH2:13][CH2:14][CH:15]([C:18]2[CH:23]=[CH:22][C:21]([NH2:24])=[CH:20][CH:19]=2)[CH2:16][CH2:17]1. (2) Reactant: [NH2:1][C:2]([CH3:6])([CH3:5])[CH2:3][OH:4].[C:7]([NH:10][C:11]1[S:12][C:13]([S:17](Cl)(=[O:19])=[O:18])=[C:14]([CH3:16])[N:15]=1)(=[O:9])[CH3:8].C(N(CC)CC)C.O. Product: [OH:4][CH2:3][C:2]([NH:1][S:17]([C:13]1[S:12][C:11]([NH:10][C:7](=[O:9])[CH3:8])=[N:15][C:14]=1[CH3:16])(=[O:18])=[O:19])([CH3:6])[CH3:5]. The catalyst class is: 12. (3) Reactant: [Cl:1][C:2]1[CH:7]=[CH:6][C:5]([C:8]([N:17]2[C:25]3[C:20](=[C:21]([NH:26][S:27]([CH3:30])(=[O:29])=[O:28])[CH:22]=[CH:23][CH:24]=3)[CH:19]=[CH:18]2)([CH2:15][CH3:16])[C:9](O)([CH3:13])[CH2:10][C:11]#[N:12])=[CH:4][CH:3]=1.C(OC(C(F)(F)F)=O)(C(F)(F)F)=O.C(N(CC)CC)C. Product: [Cl:1][C:2]1[CH:7]=[CH:6][C:5]([C:8]([N:17]2[C:25]3[C:20](=[C:21]([NH:26][S:27]([CH3:30])(=[O:28])=[O:29])[CH:22]=[CH:23][CH:24]=3)[CH:19]=[CH:18]2)([CH2:15][CH3:16])[C:9]([CH3:13])=[CH:10][C:11]#[N:12])=[CH:4][CH:3]=1. The catalyst class is: 166. (4) Reactant: [NH2:1][C:2]1[CH:7]=[C:6]([C:8]2[CH:44]=[C:43]([C:45]([F:48])([F:47])[F:46])[CH:42]=[CH:41][C:9]=2[O:10][C:11]2[C:16]([Cl:17])=[CH:15][C:14]([S:18]([N:21](CC3C=CC(OC)=CC=3OC)[C:22]3[N:27]=[CH:26][C:25]([F:28])=[CH:24][N:23]=3)(=[O:20])=[O:19])=[C:13]([F:40])[CH:12]=2)[CH:5]=[CH:4][N:3]=1.Cl.[CH3:50][C:51]1[CH:56]=[CH:55][C:54]([S:57]([OH:60])(=[O:59])=[O:58])=[CH:53][CH:52]=1. Product: [CH3:50][C:51]1[CH:52]=[CH:53][C:54]([S:57]([OH:60])(=[O:59])=[O:58])=[CH:55][CH:56]=1.[NH2:1][C:2]1[CH:7]=[C:6]([C:8]2[CH:44]=[C:43]([C:45]([F:47])([F:48])[F:46])[CH:42]=[CH:41][C:9]=2[O:10][C:11]2[C:16]([Cl:17])=[CH:15][C:14]([S:18]([NH:21][C:22]3[N:23]=[CH:24][C:25]([F:28])=[CH:26][N:27]=3)(=[O:20])=[O:19])=[C:13]([F:40])[CH:12]=2)[CH:5]=[CH:4][N:3]=1. The catalyst class is: 169. (5) Reactant: N(OC(C)(C)C)=O.N[C:9]1[CH:10]=[C:11]([NH:22][C:23](=[O:31])[C:24]2[CH:29]=[CH:28][CH:27]=[C:26]([Cl:30])[CH:25]=2)[CH:12]=[C:13]([O:15][C:16]2[CH:17]=[N:18][CH:19]=[CH:20][CH:21]=2)[CH:14]=1.[ClH:32]. Product: [Cl:30][C:26]1[CH:25]=[C:24]([CH:29]=[CH:28][CH:27]=1)[C:23]([NH:22][C:11]1[CH:12]=[C:13]([O:15][C:16]2[CH:17]=[N:18][CH:19]=[CH:20][CH:21]=2)[CH:14]=[C:9]([Cl:32])[CH:10]=1)=[O:31]. The catalyst class is: 10. (6) The catalyst class is: 7. Product: [CH3:1][O:2][CH2:3][CH2:4][N:5]1[C:9]([C:10]([OH:12])=[O:11])=[CH:8][C:7]([CH3:15])=[N:6]1. Reactant: [CH3:1][O:2][CH2:3][CH2:4][N:5]1[C:9]([C:10]([O:12]CC)=[O:11])=[CH:8][C:7]([CH3:15])=[N:6]1.[OH-].[Na+].Cl.C(OCC)(=O)C.